From a dataset of Reaction yield outcomes from USPTO patents with 853,638 reactions. Predict the reaction yield, written as a fraction of the theoretical maximum amount of product (1.0 means a 100% yield; for example, 0.34 means a 34% yield). (1) The reactants are [CH3:1][C:2]([CH3:39])([CH3:38])[CH2:3][CH2:4][C@:5]1([CH3:37])[C:14]2[C:9](=[CH:10][CH:11]=[CH:12][CH:13]=2)[C:8]([OH:15])=[C:7]([C:16]2[NH:21][C:20]3[CH:22]=[CH:23][C:24]([NH:26]C(=O)OC(C)(C)C)=[CH:25][C:19]=3[S:18](=[O:35])(=[O:34])[N:17]=2)[C:6]1=[O:36].[ClH:40]. The catalyst is O1CCOCC1. The product is [ClH:40].[NH2:26][C:24]1[CH:23]=[CH:22][C:20]2[NH:21][C:16]([C:7]3[C:6](=[O:36])[C@@:5]([CH2:4][CH2:3][C:2]([CH3:1])([CH3:38])[CH3:39])([CH3:37])[C:14]4[C:9]([C:8]=3[OH:15])=[CH:10][CH:11]=[CH:12][CH:13]=4)=[N:17][S:18](=[O:35])(=[O:34])[C:19]=2[CH:25]=1. The yield is 0.930. (2) The reactants are [CH3:1][C:2]1[N:3]=[C:4]2[CH:9]=[CH:8][C:7]([C:10]3[CH:15]=[CH:14][CH:13]=[CH:12][C:11]=3[C:16]([F:19])([F:18])[F:17])=[N:6][N:5]2[C:20]=1C(O)=O.C1(P([NH-:38])(C2C=CC=CC=2)=O)C=CC=CC=1.C(N(CC)CC)C.O. The catalyst is CN(C=O)C. The product is [CH3:1][C:2]1[N:3]=[C:4]2[CH:9]=[CH:8][C:7]([C:10]3[CH:15]=[CH:14][CH:13]=[CH:12][C:11]=3[C:16]([F:19])([F:18])[F:17])=[N:6][N:5]2[C:20]=1[NH2:38]. The yield is 0.630. (3) The reactants are [OH:1]OS([O-])=O.[K+].[Br:7][C:8]1[C:9]([C:16]2[S:17][C:18]3[CH:19]=[N:20][CH:21]=[CH:22][C:23]=3[N:24]=2)=[N:10][C:11]([S:14][CH3:15])=[N:12][CH:13]=1.[OH2:25]. The catalyst is ClCCl. The product is [Br:7][C:8]1[C:9]([C:16]2[S:17][C:18]3[CH:19]=[N:20][CH:21]=[CH:22][C:23]=3[N:24]=2)=[N:10][C:11]([S:14]([CH3:15])(=[O:1])=[O:25])=[N:12][CH:13]=1. The yield is 0.820. (4) The reactants are [Cl:1][C:2]1[N:11]=[C:10]([Cl:12])[CH:9]=[C:8](I)[C:3]=1[C:4]([O:6][CH3:7])=[O:5].[C:14]([Zn]C#N)#[N:15].O.CCOC(C)=O. The catalyst is CN(C=O)C.C1C=CC([P]([Pd]([P](C2C=CC=CC=2)(C2C=CC=CC=2)C2C=CC=CC=2)([P](C2C=CC=CC=2)(C2C=CC=CC=2)C2C=CC=CC=2)[P](C2C=CC=CC=2)(C2C=CC=CC=2)C2C=CC=CC=2)(C2C=CC=CC=2)C2C=CC=CC=2)=CC=1. The product is [Cl:1][C:2]1[N:11]=[C:10]([Cl:12])[CH:9]=[C:8]([C:14]#[N:15])[C:3]=1[C:4]([O:6][CH3:7])=[O:5]. The yield is 0.400. (5) The reactants are Cl.[CH3:2][O:3][C:4]1[CH:5]=[C:6]([CH2:12][CH2:13][C:14]2[CH:15]=[C:16]([NH:19][C:20]([C:22]3[N:23]=[CH:24][C:25]([N:28]4[CH2:32][CH2:31][CH:30]([N:33](C)[C:34](=O)OC(C)(C)C)[CH2:29]4)=[N:26][CH:27]=3)=[O:21])[NH:17][N:18]=2)[CH:7]=[C:8]([O:10][CH3:11])[CH:9]=1. The catalyst is CO. The product is [CH3:2][O:3][C:4]1[CH:5]=[C:6]([CH2:12][CH2:13][C:14]2[CH:15]=[C:16]([NH:19][C:20]([C:22]3[CH:27]=[N:26][C:25]([N:28]4[CH2:32][CH2:31][CH:30]([NH:33][CH3:34])[CH2:29]4)=[CH:24][N:23]=3)=[O:21])[NH:17][N:18]=2)[CH:7]=[C:8]([O:10][CH3:11])[CH:9]=1. The yield is 0.390.